From a dataset of NCI-60 drug combinations with 297,098 pairs across 59 cell lines. Regression. Given two drug SMILES strings and cell line genomic features, predict the synergy score measuring deviation from expected non-interaction effect. (1) Drug 1: C1=CC(=CC=C1C#N)C(C2=CC=C(C=C2)C#N)N3C=NC=N3. Drug 2: C1C(C(OC1N2C=NC(=NC2=O)N)CO)O. Cell line: MCF7. Synergy scores: CSS=6.71, Synergy_ZIP=-2.82, Synergy_Bliss=-0.803, Synergy_Loewe=-1.64, Synergy_HSA=0.426. (2) Drug 1: C1CN1P(=S)(N2CC2)N3CC3. Drug 2: C(CCl)NC(=O)N(CCCl)N=O. Cell line: SF-539. Synergy scores: CSS=37.5, Synergy_ZIP=-9.52, Synergy_Bliss=-2.32, Synergy_Loewe=0.946, Synergy_HSA=2.24. (3) Drug 1: CC1=CC=C(C=C1)C2=CC(=NN2C3=CC=C(C=C3)S(=O)(=O)N)C(F)(F)F. Drug 2: CC1=C(C=C(C=C1)NC(=O)C2=CC=C(C=C2)CN3CCN(CC3)C)NC4=NC=CC(=N4)C5=CN=CC=C5. Cell line: A549. Synergy scores: CSS=-7.27, Synergy_ZIP=3.33, Synergy_Bliss=2.66, Synergy_Loewe=-2.23, Synergy_HSA=-1.66. (4) Drug 1: C1=C(C(=O)NC(=O)N1)N(CCCl)CCCl. Drug 2: C1C(C(OC1N2C=NC(=NC2=O)N)CO)O. Cell line: HCT-15. Synergy scores: CSS=37.6, Synergy_ZIP=-1.48, Synergy_Bliss=2.36, Synergy_Loewe=2.74, Synergy_HSA=3.91.